This data is from Catalyst prediction with 721,799 reactions and 888 catalyst types from USPTO. The task is: Predict which catalyst facilitates the given reaction. (1) Reactant: [C:1]1([C:7]([C:15]2[CH:20]=[CH:19][CH:18]=[CH:17][CH:16]=2)([C:9]2[CH:14]=[CH:13][CH:12]=[CH:11][CH:10]=2)[SH:8])[CH:6]=[CH:5][CH:4]=[CH:3][CH:2]=1.[H-].[Na+].[CH2:23]([O:25][C:26](=[O:45])[C:27](=[CH2:44])[CH2:28][CH:29]([C:37]([O:39][C:40]([CH3:43])([CH3:42])[CH3:41])=[O:38])[C:30]([O:32][C:33]([CH3:36])([CH3:35])[CH3:34])=[O:31])[CH3:24].CCCCCC. Product: [CH2:23]([O:25][C:26](=[O:45])[CH:27]([CH2:44][S:8][C:7]([C:1]1[CH:2]=[CH:3][CH:4]=[CH:5][CH:6]=1)([C:9]1[CH:10]=[CH:11][CH:12]=[CH:13][CH:14]=1)[C:15]1[CH:16]=[CH:17][CH:18]=[CH:19][CH:20]=1)[CH2:28][CH:29]([C:37]([O:39][C:40]([CH3:43])([CH3:42])[CH3:41])=[O:38])[C:30]([O:32][C:33]([CH3:34])([CH3:35])[CH3:36])=[O:31])[CH3:24]. The catalyst class is: 1. (2) Reactant: [CH3:1][C@@H:2]([OH:29])[C@H:3]([NH2:28])[C:4]([N:6]1[C@H:10]([C:11]([N:13]2[C@H:17]([C:18]([NH:20][C@H:21]([C:25]([NH2:27])=[O:26])[C@H:22]([OH:24])[CH3:23])=[O:19])[CH2:16][CH2:15][CH2:14]2)=[O:12])[CH2:9][CH2:8][CH2:7]1)=[O:5].[N+:30]([C:33]1[CH:52]=[CH:51][C:36]([C:37]([NH:39][CH:40]([CH2:44][C:45]2[CH:50]=[CH:49][CH:48]=[CH:47][CH:46]=2)[C:41]([OH:43])=[O:42])=[O:38])=[CH:35][CH:34]=1)([O-:32])=[O:31]. Product: [CH3:1][C@@H:2]([OH:29])[C@H:3]([NH2:28])[C:4]([N:6]1[C@H:10]([C:11]([N:13]2[C@H:17]([C:18]([NH:20][C@H:21]([C:25]([NH2:27])=[O:26])[C@H:22]([OH:24])[CH3:23])=[O:19])[CH2:16][CH2:15][CH2:14]2)=[O:12])[CH2:9][CH2:8][CH2:7]1)=[O:5].[N+:30]([C:33]1[CH:52]=[CH:51][C:36]([C:37]([NH:39][CH:40]([CH2:44][C:45]2[CH:46]=[CH:47][CH:48]=[CH:49][CH:50]=2)[C:41]([OH:43])=[O:42])=[O:38])=[CH:35][CH:34]=1)([O-:32])=[O:31]. The catalyst class is: 5. (3) Product: [Cl:17][C:18]1[N:23]=[CH:22][N:21]=[C:20]([NH:24][CH2:25][CH2:26][CH2:27][CH2:28][CH2:29][CH2:30][CH2:31][CH2:32][O:33][CH2:34][CH2:35][CH2:36][CH2:37][CH2:38][CH3:39])[CH:19]=1. The catalyst class is: 17. Reactant: C(OCCCCCCCCN)CCCCC.[Cl:17][C:18]1[N:23]=[CH:22][N:21]=[C:20]([NH:24][CH2:25][CH2:26][CH2:27][CH2:28][CH2:29][CH2:30][CH2:31][CH2:32][O:33][CH2:34][CH2:35][CH2:36][CH2:37][CH2:38][CH3:39])[CH:19]=1.C(Cl)Cl.ClC1C=C(Cl)N=CN=1. (4) Reactant: [CH3:1][C:2]([NH:18][CH2:19][CH:20]([C:22]1[CH:23]=[C:24]([NH:28][S:29]([C:32]2[CH:37]=[CH:36][CH:35]=[CH:34][CH:33]=2)(=[O:31])=[O:30])[CH:25]=[CH:26][CH:27]=1)[OH:21])([CH3:17])[CH2:3][CH2:4][N:5]1[C:9]2[CH:10]=[C:11]([N+:14]([O-])=O)[CH:12]=[CH:13][C:8]=2[N:7]=[CH:6]1.[H][H]. Product: [NH2:14][C:11]1[CH:12]=[CH:13][C:8]2[N:7]=[CH:6][N:5]([CH2:4][CH2:3][C:2]([NH:18][CH2:19][CH:20]([C:22]3[CH:23]=[C:24]([NH:28][S:29]([C:32]4[CH:37]=[CH:36][CH:35]=[CH:34][CH:33]=4)(=[O:31])=[O:30])[CH:25]=[CH:26][CH:27]=3)[OH:21])([CH3:1])[CH3:17])[C:9]=2[CH:10]=1. The catalyst class is: 43. (5) The catalyst class is: 19. Reactant: C([O:8][C:9]1[CH:14]=[CH:13][CH:12]=[CH:11][C:10]=1[C:15]1[CH:19]=[C:18]([NH:20]/[C:21](/[NH:35][C:36]([CH3:39])([CH3:38])[CH3:37])=[N:22]\[C:23](=[O:34])[C:24]2[CH:29]=[CH:28][C:27]([C:30]([F:33])([F:32])[F:31])=[CH:26][CH:25]=2)[NH:17][N:16]=1)C1C=CC=CC=1.[H][H]. Product: [C:36]([NH:35]/[C:21](/[NH:20][C:18]1[NH:17][N:16]=[C:15]([C:10]2[CH:11]=[CH:12][CH:13]=[CH:14][C:9]=2[OH:8])[CH:19]=1)=[N:22]/[C:23](=[O:34])[C:24]1[CH:25]=[CH:26][C:27]([C:30]([F:32])([F:33])[F:31])=[CH:28][CH:29]=1)([CH3:39])([CH3:37])[CH3:38]. (6) Reactant: [NH2:1][C:2]1[CH:9]=[C:8]([O:10][CH2:11][C:12]2[CH:17]=[CH:16][CH:15]=[CH:14][CH:13]=2)[C:7]([O:18][CH3:19])=[CH:6][C:3]=1[C:4]#[N:5].CO[CH:22](OC)[N:23]([CH3:25])[CH3:24]. Product: [CH2:11]([O:10][C:8]1[C:7]([O:18][CH3:19])=[CH:6][C:3]([C:4]#[N:5])=[C:2]([N:1]=[CH:22][N:23]([CH3:25])[CH3:24])[CH:9]=1)[C:12]1[CH:13]=[CH:14][CH:15]=[CH:16][CH:17]=1. The catalyst class is: 11. (7) Reactant: Cl.Cl.[NH:3]1[CH2:8][CH2:7][NH:6][CH2:5][CH:4]1[C:9]([OH:11])=[O:10].[OH-].[Na+].[C:14](OC([O-])=O)([O:16][C:17]([CH3:20])([CH3:19])[CH3:18])=[O:15].Cl. Product: [C:17]([O:16][C:14]([N:6]1[CH2:7][CH2:8][NH:3][CH:4]([C:9]([OH:11])=[O:10])[CH2:5]1)=[O:15])([CH3:20])([CH3:19])[CH3:18]. The catalyst class is: 38. (8) Reactant: FC(F)(F)S(O[C:7]1[CH:8]=[N:9][C:10]([CH3:13])=[CH:11][CH:12]=1)(=O)=O.I[Zn][C:18]1[CH:23]=[CH:22][CH:21]=[CH:20][C:19]=1[C:24]([O:26][CH3:27])=[O:25]. Product: [CH3:13][C:10]1[N:9]=[CH:8][C:7]([C:18]2[CH:23]=[CH:22][CH:21]=[CH:20][C:19]=2[C:24]([O:26][CH3:27])=[O:25])=[CH:12][CH:11]=1. The catalyst class is: 1. (9) Reactant: [NH:1]1[C:9]2[C:4](=[CH:5][C:6]([NH:10][C:11]3[N:23]=[CH:22][C:21]([CH:24]4[CH2:26][CH2:25]4)=[CH:20][C:12]=3[C:13]([O:15][CH2:16][CH2:17][CH2:18][CH3:19])=[O:14])=[CH:7][CH:8]=2)[CH:3]=[CH:2]1.CC(C)([O-])C.[K+].[F:33][C:34]([F:40])([F:39])[CH2:35][CH2:36][CH2:37]I.C(OCC)(=O)C. Product: [CH:24]1([C:21]2[CH:22]=[N:23][C:11]([NH:10][C:6]3[CH:5]=[C:4]4[C:9](=[CH:8][CH:7]=3)[N:1]([CH2:37][CH2:36][CH2:35][C:34]([F:40])([F:39])[F:33])[CH:2]=[CH:3]4)=[C:12]([CH:20]=2)[C:13]([O:15][CH2:16][CH2:17][CH2:18][CH3:19])=[O:14])[CH2:25][CH2:26]1. The catalyst class is: 35.